This data is from Reaction yield outcomes from USPTO patents with 853,638 reactions. The task is: Predict the reaction yield, written as a fraction of the theoretical maximum amount of product (1.0 means a 100% yield; for example, 0.34 means a 34% yield). (1) The reactants are [CH3:1][O:2][CH2:3][CH2:4][O:5][CH2:6][O:7][C:8]1[CH:15]=[CH:14][C:11]([CH:12]=O)=[CH:10][CH:9]=1.[CH3:16][N+:17]([O-:19])=[O:18]. The catalyst is C1COCC1. The product is [CH3:1][O:2][CH2:3][CH2:4][O:5][CH2:6][O:7][C:8]1[CH:15]=[CH:14][C:11](/[CH:12]=[CH:16]/[N+:17]([O-:19])=[O:18])=[CH:10][CH:9]=1. The yield is 0.790. (2) The reactants are Br[CH2:2][C:3]1[C:4]([O:6][C:7](=[O:10])[C:8]=1[CH3:9])=[O:5].[OH-:11].[Na+].Cl.[Cl-].[Na+]. The catalyst is CCCCCC.C(OCC)(=O)C. The product is [OH:11][CH2:2][C:3]1[C:4]([O:6][C:7](=[O:10])[C:8]=1[CH3:9])=[O:5]. The yield is 0.260. (3) The reactants are Cl[C:2]1[CH:3]=[CH:4][C:5]2[N:6]([C:8]([C:11]([F:14])([F:13])[F:12])=[N:9][N:10]=2)[N:7]=1.[NH:15]1[CH2:20][CH2:19][CH:18]([C:21]2[C:29]3[C:24](=[N:25][CH:26]=[CH:27][CH:28]=3)[NH:23][CH:22]=2)[CH2:17][CH2:16]1.CCN(C(C)C)C(C)C. The catalyst is CN(C=O)C. The product is [NH:23]1[C:24]2=[N:25][CH:26]=[CH:27][CH:28]=[C:29]2[C:21]([CH:18]2[CH2:19][CH2:20][N:15]([C:2]3[CH:3]=[CH:4][C:5]4[N:6]([C:8]([C:11]([F:14])([F:13])[F:12])=[N:9][N:10]=4)[N:7]=3)[CH2:16][CH2:17]2)=[CH:22]1. The yield is 0.780.